Dataset: Experimentally validated miRNA-target interactions with 360,000+ pairs, plus equal number of negative samples. Task: Binary Classification. Given a miRNA mature sequence and a target amino acid sequence, predict their likelihood of interaction. (1) The miRNA is hsa-miR-203b-5p with sequence UAGUGGUCCUAAACAUUUCACA. The protein sequence of the target gene is MKELQDIARLSDRFISVELVDESLFDWNVKLHQVDKDSVLWQDMKETNTEFILLNLTFPDNFPFSPPFMRVLSPRLENGYVLDGGAICMELLTPRGWSSAYTVEAVMRQFAASLVKGQGRICRKAGKSKKSFSRKEAEATFKSLVKTHEKYGWVTPPVSDG. Result: 0 (no interaction). (2) The miRNA is hsa-miR-106b-5p with sequence UAAAGUGCUGACAGUGCAGAU. The protein sequence of the target gene is MSRFVQDLSKAMSQDGASQFQEVIRQELELSVKKELEKILTTASSHEFEHTKKDLDGFRKLFHRFLQEKGPSVDWGKIQRPPEDSIQPYEKIKARGLPDNISSVLNKLVVVKLNGGLGTSMGCKGPKSLIGVRNENTFLDLTVQQIEHLNKTYNTDVPLVLMNSFNTDEDTKKILQKYNHCRVKIYTFNQSRYPRINKESLLPVAKDVSYSGENTEAWYPPGHGDIYASFYNSGLLDTFIGEGKEYIFVSNIDNLGATVDLYILNHLMNPPNGKRCEFVMEVTNKTRADVKGGTLTQYEG.... Result: 1 (interaction). (3) The miRNA is mmu-miR-741-3p with sequence UGAGAGAUGCCAUUCUAUGUAGA. The protein sequence of the target gene is MEPSPLELPVDAVRRIAAELNCDPTDERVALRLDEEDKLSHFRNCFYIPKMRDLPSIDLSLVSEDDDAIYFLGNSLGLQPKMVRTYLEEELDKWAKMGAYGHDVGKRPWIVGDESIVSLMKDIVGAHEKEIALMNALTINLHLLLLSFFKPTPKRHKILLEAKAFPSDHYAIESQIQLHGLDVEKSMRMVKPREGEETLRMEDILEVIEEEGDSIAVILFSGLHFYTGQLFNIPAITKAGHAKGCFVGFDLAHAVGNVELRLHDWGVDFACWCSYKYLNSGAGGLAGAFVHEKHAHTVKP.... Result: 1 (interaction). (4) The miRNA is mmu-miR-129-5p with sequence CUUUUUGCGGUCUGGGCUUGC. The protein sequence of the target gene is MLNKMTLHPQQIMIGPRFNRALFDPLLVVLLALQLLVVAGLVRAQTCPSVCSCSNQFSKVICVRKNLREVPDGISTNTRLLNLHENQIQIIKVNSFKHLRHLEILQLSRNHIRTIEIGAFNGLANLNTLELFDNRLTTIPNGAFVYLSKLKELWLRNNPIESIPSYAFNRIPSLRRLDLGELKRLSYISEGAFEGLSNLRYLNLAMCNLREIPNLTPLIKLDELDLSGNHLSAIRPGSFQGLMHLQKLWMIQSQIQVIERNAFDNLQSLVEINLAHNNLTLLPHDLFTPLHHLERIHLHH.... Result: 1 (interaction). (5) The miRNA is hsa-miR-6840-5p with sequence ACCCCCGGGCAAAGACCUGCAGAU. The protein sequence of the target gene is MKKLKLKELESRLQEVDGFEKPKLLLEQYPTRPHIAACMLYTIHNTYDDIENKAVADLGCGCGVLSIGAAMLGAGLCVGFDIDEDALEIFNKNVEEFELTNVDMIQCDVYSLSNRMSKLFDTVIMNPPFGTKNNKGTDMAFLKTALGMARTAVYSLHKSSTREHIQKKAAEWKVKIEIIAELRYDLPALYNFHKKKSVDIEVDLIRFSF. Result: 0 (no interaction). (6) The miRNA is hsa-miR-4789-3p with sequence CACACAUAGCAGGUGUAUAUA. The protein sequence of the target gene is MGLEKPQSKLEGGMHPQLIPSVIAVVFILLLSVCFIASCLVTHHNFSRCKRGTGVHKLEHHAKLKCIKEKSELKSAEGSTWNCCPIDWRAFQSNCYFPLTDNKTWAESERNCSGMGAHLMTISTEAEQNFIIQFLDRRLSYFLGLRDENAKGQWRWVDQTPFNPRRVFWHKNEPDNSQGENCVVLVYNQDKWAWNDVPCNFEASRICKIPGTTLN. Result: 1 (interaction). (7) The miRNA is hsa-miR-4672 with sequence UUACACAGCUGGACAGAGGCA. The protein sequence of the target gene is MADTATTASAAAASAASASSDAPPFQLGKPRFQQTSFYGRFRHFLDIIDPRTLFVTERRLREAVQLLEDYKHGTLRPGVTNEQLWSAQKIKQAILHPDTNEKIFMPFRMSGYIPFGTPIVVGLLLPNQTLASTVFWQWLNQSHNACVNYANRNATKPSPASKFIQGYLGAVISAVSIAVGLNVLVQKANKFTPATRLLIQRFVPFPAVASANICNVVLMRYGELEEGIDVLDSDGNLVGSSKIAARHALLETALTRVVLPMPILVLPPIVMSMLEKTALLQARPRLLLPVQSLVCLAAFG.... Result: 1 (interaction).